This data is from Forward reaction prediction with 1.9M reactions from USPTO patents (1976-2016). The task is: Predict the product of the given reaction. Given the reactants [NH2:1][C:2]1[C:3]([O:13][CH3:14])=[CH:4][C:5]([N:8]2[CH2:12][CH2:11][CH2:10][CH2:9]2)=[N:6][CH:7]=1.[F:15][C:16]([F:37])([F:36])[C:17]1[CH:18]=[C:19]2[CH:25]=[C:24]([C:26](O)=[O:27])[N:23]([CH2:29][C:30]3[CH:35]=[CH:34][N:33]=[CH:32][CH:31]=3)[C:20]2=[N:21][CH:22]=1, predict the reaction product. The product is: [CH3:14][O:13][C:3]1[CH:4]=[C:5]([N:8]2[CH2:12][CH2:11][CH2:10][CH2:9]2)[N:6]=[CH:7][C:2]=1[NH:1][C:26]([C:24]1[N:23]([CH2:29][C:30]2[CH:35]=[CH:34][N:33]=[CH:32][CH:31]=2)[C:20]2=[N:21][CH:22]=[C:17]([C:16]([F:15])([F:36])[F:37])[CH:18]=[C:19]2[CH:25]=1)=[O:27].